From a dataset of Full USPTO retrosynthesis dataset with 1.9M reactions from patents (1976-2016). Predict the reactants needed to synthesize the given product. The reactants are: Cl.[NH:2]1[CH2:6][CH2:5][CH:4]([C:7]([O:9][CH3:10])=[O:8])[CH2:3]1.C([O-])([O-])=O.[K+].[K+].C1COCC1.O.[C:23](Cl)(=[O:32])[O:24][CH2:25][C:26]1[CH:31]=[CH:30][CH:29]=[CH:28][CH:27]=1. Given the product [N:2]1([C:23]([O:24][CH2:25][C:26]2[CH:31]=[CH:30][CH:29]=[CH:28][CH:27]=2)=[O:32])[CH2:6][CH2:5][CH:4]([C:7]([O:9][CH3:10])=[O:8])[CH2:3]1, predict the reactants needed to synthesize it.